This data is from Peptide-MHC class I binding affinity with 185,985 pairs from IEDB/IMGT. The task is: Regression. Given a peptide amino acid sequence and an MHC pseudo amino acid sequence, predict their binding affinity value. This is MHC class I binding data. (1) The peptide sequence is HHIWQNLL. The MHC is HLA-A33:01 with pseudo-sequence HLA-A33:01. The binding affinity (normalized) is 0.108. (2) The peptide sequence is RVRAAMKPI. The MHC is HLA-B57:01 with pseudo-sequence HLA-B57:01. The binding affinity (normalized) is 0.231. (3) The peptide sequence is AYIDNYNKI. The MHC is Patr-A0701 with pseudo-sequence Patr-A0701. The binding affinity (normalized) is 0.674. (4) The peptide sequence is TYPVLEEMF. The MHC is HLA-A23:01 with pseudo-sequence HLA-A23:01. The binding affinity (normalized) is 0.737. (5) The peptide sequence is EVIPMFSAL. The MHC is HLA-B40:02 with pseudo-sequence HLA-B40:02. The binding affinity (normalized) is 0. (6) The peptide sequence is RQNAAIEAL. The MHC is HLA-A26:01 with pseudo-sequence HLA-A26:01. The binding affinity (normalized) is 0.0847.